Predict the reactants needed to synthesize the given product. From a dataset of Full USPTO retrosynthesis dataset with 1.9M reactions from patents (1976-2016). (1) Given the product [CH3:12][O:11][C@H:9]1[CH2:10][N:6]([CH2:5][C:4](=[O:22])[NH:33][C:31]2[S:30][C:27]3[CH2:28][CH2:29][CH:24]([CH3:23])[NH:25][C:26]=3[N:32]=2)[CH2:7][C@@H:8]1[NH:13][C:14]([C:16]1[S:17][C:18]([Cl:21])=[CH:19][CH:20]=1)=[O:15], predict the reactants needed to synthesize it. The reactants are: C(O[C:4](=[O:22])[CH2:5][N:6]1[CH2:10][C@H:9]([O:11][CH3:12])[C@@H:8]([NH:13][C:14]([C:16]2[S:17][C:18]([Cl:21])=[CH:19][CH:20]=2)=[O:15])[CH2:7]1)C.[CH3:23][CH:24]1[CH2:29][CH2:28][C:27]2[S:30][C:31]([NH2:33])=[N:32][C:26]=2[NH:25]1. (2) Given the product [Cl:1][C:2]1[N:3]=[C:4]([NH:17][C:14]2[CH:13]=[C:12]([CH3:11])[NH:16][N:15]=2)[C:5]([F:9])=[C:6]([Cl:8])[N:7]=1, predict the reactants needed to synthesize it. The reactants are: [Cl:1][C:2]1[N:7]=[C:6]([Cl:8])[C:5]([F:9])=[C:4](Cl)[N:3]=1.[CH3:11][C:12]1[NH:16][N:15]=[C:14]([NH2:17])[CH:13]=1. (3) Given the product [CH3:13][O:14][CH2:15][C:16]([O:12][CH2:11][CH2:10][N:1]1[C:5]2[CH:6]=[CH:7][CH:8]=[CH:9][C:4]=2[N:3]=[CH:2]1)=[O:17], predict the reactants needed to synthesize it. The reactants are: [N:1]1([CH2:10][CH2:11][OH:12])[C:5]2[CH:6]=[CH:7][CH:8]=[CH:9][C:4]=2[N:3]=[CH:2]1.[CH3:13][O:14][CH2:15][C:16](OC)=[O:17].C[O-].[Na+]. (4) Given the product [CH2:18]([C@@H:8]1[C:7](=[O:22])[N:6]([CH2:5][CH2:4][C:3]([OH:23])=[O:2])[C:11]2[CH:12]=[C:13]([CH3:17])[CH:14]=[C:15]([CH3:16])[C:10]=2[O:9]1)[CH:19]([CH3:21])[CH3:20], predict the reactants needed to synthesize it. The reactants are: C[O:2][C:3](=[O:23])[CH2:4][CH2:5][N:6]1[C:11]2[CH:12]=[C:13]([CH3:17])[CH:14]=[C:15]([CH3:16])[C:10]=2[O:9][C@H:8]([CH2:18][CH:19]([CH3:21])[CH3:20])[C:7]1=[O:22].[OH-].[Na+]. (5) Given the product [C:1]([O:5][C:6]([N:8]1[C@H:13]([CH2:14][O:15][S:22]([C:19]2[CH:20]=[CH:21][C:16]([CH3:26])=[CH:17][CH:18]=2)(=[O:24])=[O:23])[CH2:12][C@@H:11]2[C@H:9]1[CH2:10]2)=[O:7])([CH3:4])([CH3:3])[CH3:2], predict the reactants needed to synthesize it. The reactants are: [C:1]([O:5][C:6]([N:8]1[C@H:13]([CH2:14][OH:15])[CH2:12][C@@H:11]2[C@H:9]1[CH2:10]2)=[O:7])([CH3:4])([CH3:3])[CH3:2].[C:16]1([CH3:26])[CH:21]=[CH:20][C:19]([S:22](Cl)(=[O:24])=[O:23])=[CH:18][CH:17]=1. (6) Given the product [CH3:36][C:35]1[N:29]=[C:27]([C:26]2[CH:25]=[C:24]([CH:32]=[CH:31][CH:30]=2)[CH2:23][N:3]2[C:4]3[C:9](=[CH:8][CH:7]=[CH:6][CH:5]=3)[C:10]3([C:22]4[C:13](=[CH:14][C:15]5[O:20][CH2:19][CH2:18][O:17][C:16]=5[CH:21]=4)[O:12][CH2:11]3)[C:2]2=[O:1])[O:28][N:37]=1, predict the reactants needed to synthesize it. The reactants are: [O:1]=[C:2]1[C:10]2([C:22]3[C:13](=[CH:14][C:15]4[O:20][CH2:19][CH2:18][O:17][C:16]=4[CH:21]=3)[O:12][CH2:11]2)[C:9]2[C:4](=[CH:5][CH:6]=[CH:7][CH:8]=2)[N:3]1[CH2:23][C:24]1[CH:25]=[C:26]([CH:30]=[CH:31][CH:32]=1)[C:27]([NH2:29])=[O:28].CO[C:35](OC)([N:37](C)C)[CH3:36].Cl.NO.[OH-].[Na+]. (7) Given the product [CH:1]([O:4][C:5]1[CH:13]=[CH:12][C:11]([S:14]([CH3:17])(=[O:16])=[O:15])=[CH:10][C:6]=1[C:7]([N:29]1[CH2:30][CH2:31][N:26]([C:23]2[S:24][CH:25]=[C:21]([CH2:20][C:19]([F:33])([F:18])[F:32])[N:22]=2)[CH2:27][CH2:28]1)=[O:9])([CH3:2])[CH3:3], predict the reactants needed to synthesize it. The reactants are: [CH:1]([O:4][C:5]1[CH:13]=[CH:12][C:11]([S:14]([CH3:17])(=[O:16])=[O:15])=[CH:10][C:6]=1[C:7]([OH:9])=O)([CH3:3])[CH3:2].[F:18][C:19]([F:33])([F:32])[CH2:20][C:21]1[N:22]=[C:23]([N:26]2[CH2:31][CH2:30][NH:29][CH2:28][CH2:27]2)[S:24][CH:25]=1.